From a dataset of Full USPTO retrosynthesis dataset with 1.9M reactions from patents (1976-2016). Predict the reactants needed to synthesize the given product. (1) The reactants are: [BH4-].[Na+].[C:3]([C:5]1[CH:6]=[C:7]([C:11](=[O:19])[C:12]([O:14][C:15]([CH3:18])([CH3:17])[CH3:16])=[O:13])[CH:8]=[CH:9][CH:10]=1)#[N:4]. Given the product [C:3]([C:5]1[CH:6]=[C:7]([CH:11]([OH:19])[C:12]([O:14][C:15]([CH3:17])([CH3:16])[CH3:18])=[O:13])[CH:8]=[CH:9][CH:10]=1)#[N:4], predict the reactants needed to synthesize it. (2) Given the product [N:16]1[CH:17]=[CH:18][CH:19]=[CH:20][C:15]=1[C:12]1[CH2:11][CH2:10][N:9]([CH2:8][C:5]2[CH:4]=[N:3][C:2]([NH2:23])=[N:7][CH:6]=2)[CH2:14][CH:13]=1, predict the reactants needed to synthesize it. The reactants are: C[C:2]1[N:7]=[CH:6][C:5]([CH2:8][N:9]2[CH2:14][CH:13]=[C:12]([C:15]3[CH:20]=[CH:19][CH:18]=[CH:17][N:16]=3)[CH2:11][CH2:10]2)=[CH:4][N:3]=1.C([N:23](CC)CC)C.C(O[BH-](OC(=O)C)OC(=O)C)(=O)C.[Na+]. (3) The reactants are: [C:1]([N:4]1[C:13]2[C:8](=[CH:9][C:10](Br)=[CH:11][CH:12]=2)[C@H:7]([NH:15][C:16](=[O:21])[O:17][CH:18]([CH3:20])[CH3:19])[CH2:6][C@@H:5]1[CH3:22])(=[O:3])[CH3:2].CC1(C)C(C)(C)OB([C:31]2[CH:32]=[CH:33][C:34]([NH2:37])=[N:35][CH:36]=2)O1.C1(C)C=CC=CC=1.C([O-])([O-])=O.[K+].[K+]. Given the product [C:1]([N:4]1[C:13]2[C:8](=[CH:9][C:10]([C:31]3[CH:36]=[N:35][C:34]([NH2:37])=[CH:33][CH:32]=3)=[CH:11][CH:12]=2)[C@H:7]([NH:15][C:16](=[O:21])[O:17][CH:18]([CH3:20])[CH3:19])[CH2:6][C@@H:5]1[CH3:22])(=[O:3])[CH3:2], predict the reactants needed to synthesize it.